Dataset: NCI-60 drug combinations with 297,098 pairs across 59 cell lines. Task: Regression. Given two drug SMILES strings and cell line genomic features, predict the synergy score measuring deviation from expected non-interaction effect. (1) Synergy scores: CSS=38.2, Synergy_ZIP=7.80, Synergy_Bliss=7.59, Synergy_Loewe=-1.05, Synergy_HSA=7.34. Drug 1: CC12CCC3C(C1CCC2O)C(CC4=C3C=CC(=C4)O)CCCCCCCCCS(=O)CCCC(C(F)(F)F)(F)F. Cell line: NCI-H460. Drug 2: C1CN(CCN1C(=O)CCBr)C(=O)CCBr. (2) Drug 1: C1CC(=O)NC(=O)C1N2CC3=C(C2=O)C=CC=C3N. Drug 2: CC1=C(C(=O)C2=C(C1=O)N3CC4C(C3(C2COC(=O)N)OC)N4)N. Cell line: OVCAR-5. Synergy scores: CSS=31.7, Synergy_ZIP=-12.4, Synergy_Bliss=-4.00, Synergy_Loewe=-20.1, Synergy_HSA=-1.57. (3) Drug 1: C1CN1C2=NC(=NC(=N2)N3CC3)N4CC4. Drug 2: C1=CC(=CC=C1CC(C(=O)O)N)N(CCCl)CCCl.Cl. Cell line: RPMI-8226. Synergy scores: CSS=68.4, Synergy_ZIP=1.37, Synergy_Bliss=2.25, Synergy_Loewe=-10.8, Synergy_HSA=5.53. (4) Cell line: SW-620. Synergy scores: CSS=17.9, Synergy_ZIP=-3.62, Synergy_Bliss=-3.07, Synergy_Loewe=-3.94, Synergy_HSA=-1.70. Drug 2: C(CCl)NC(=O)N(CCCl)N=O. Drug 1: C1=NC2=C(N1)C(=S)N=C(N2)N. (5) Drug 1: COC1=C(C=C2C(=C1)N=CN=C2NC3=CC(=C(C=C3)F)Cl)OCCCN4CCOCC4. Drug 2: C1=NC2=C(N1)C(=S)N=CN2. Cell line: HCC-2998. Synergy scores: CSS=14.1, Synergy_ZIP=-9.50, Synergy_Bliss=-11.3, Synergy_Loewe=-11.6, Synergy_HSA=-9.14. (6) Drug 1: CCCS(=O)(=O)NC1=C(C(=C(C=C1)F)C(=O)C2=CNC3=C2C=C(C=N3)C4=CC=C(C=C4)Cl)F. Drug 2: CC12CCC3C(C1CCC2=O)CC(=C)C4=CC(=O)C=CC34C. Cell line: SF-268. Synergy scores: CSS=18.5, Synergy_ZIP=1.66, Synergy_Bliss=3.15, Synergy_Loewe=-30.6, Synergy_HSA=1.03. (7) Drug 2: CCC1(CC2CC(C3=C(CCN(C2)C1)C4=CC=CC=C4N3)(C5=C(C=C6C(=C5)C78CCN9C7C(C=CC9)(C(C(C8N6C=O)(C(=O)OC)O)OC(=O)C)CC)OC)C(=O)OC)O.OS(=O)(=O)O. Cell line: SW-620. Drug 1: CCC1=CC2CC(C3=C(CN(C2)C1)C4=CC=CC=C4N3)(C5=C(C=C6C(=C5)C78CCN9C7C(C=CC9)(C(C(C8N6C)(C(=O)OC)O)OC(=O)C)CC)OC)C(=O)OC.C(C(C(=O)O)O)(C(=O)O)O. Synergy scores: CSS=35.9, Synergy_ZIP=3.09, Synergy_Bliss=4.33, Synergy_Loewe=-3.71, Synergy_HSA=6.00. (8) Drug 1: CC(C1=C(C=CC(=C1Cl)F)Cl)OC2=C(N=CC(=C2)C3=CN(N=C3)C4CCNCC4)N. Drug 2: CC1C(C(CC(O1)OC2CC(CC3=C2C(=C4C(=C3O)C(=O)C5=C(C4=O)C(=CC=C5)OC)O)(C(=O)CO)O)N)O.Cl. Cell line: HCC-2998. Synergy scores: CSS=39.6, Synergy_ZIP=-1.98, Synergy_Bliss=-2.61, Synergy_Loewe=-6.50, Synergy_HSA=-2.39. (9) Drug 1: B(C(CC(C)C)NC(=O)C(CC1=CC=CC=C1)NC(=O)C2=NC=CN=C2)(O)O. Drug 2: CC1C(C(CC(O1)OC2CC(CC3=C2C(=C4C(=C3O)C(=O)C5=CC=CC=C5C4=O)O)(C(=O)C)O)N)O. Cell line: OVCAR-4. Synergy scores: CSS=45.4, Synergy_ZIP=-3.90, Synergy_Bliss=-5.13, Synergy_Loewe=-0.722, Synergy_HSA=1.23. (10) Drug 1: CCC1(CC2CC(C3=C(CCN(C2)C1)C4=CC=CC=C4N3)(C5=C(C=C6C(=C5)C78CCN9C7C(C=CC9)(C(C(C8N6C)(C(=O)OC)O)OC(=O)C)CC)OC)C(=O)OC)O.OS(=O)(=O)O. Drug 2: CN(CCCl)CCCl.Cl. Cell line: MDA-MB-231. Synergy scores: CSS=15.0, Synergy_ZIP=-4.12, Synergy_Bliss=-3.12, Synergy_Loewe=-0.195, Synergy_HSA=-1.09.